From a dataset of Full USPTO retrosynthesis dataset with 1.9M reactions from patents (1976-2016). Predict the reactants needed to synthesize the given product. (1) Given the product [CH2:21]([O:25][C:26](=[O:27])[NH:15][C@H:20]([CH2:9][NH:8][C:6]([O:5][C:1]([CH3:2])([CH3:3])[CH3:4])=[O:7])[CH2:19][OH:18])[C:22]1[CH:24]=[CH:35][CH:31]=[CH:32][CH:23]=1, predict the reactants needed to synthesize it. The reactants are: [C:1]([O:5][C:6]([NH:8][CH:9](C)C(O)=O)=[O:7])([CH3:4])([CH3:3])[CH3:2].C[N:15]1[CH2:20][CH2:19][O:18]CC1.[CH2:21]([O:25][C:26](Cl)=[O:27])[CH:22]([CH3:24])[CH3:23].[BH4-].[Na+].[CH2:31]1[CH2:35]OC[CH2:32]1. (2) Given the product [Br:1][C:2]1[CH:3]=[C:4]2[N:10]=[C:9]([C:11]3[CH:16]=[CH:15][C:14]([O:17][CH2:18][CH2:19][N:21]4[CH2:26][CH2:25][O:24][CH2:23][CH2:22]4)=[CH:13][CH:12]=3)[NH:8][C:5]2=[N:6][CH:7]=1, predict the reactants needed to synthesize it. The reactants are: [Br:1][C:2]1[CH:3]=[C:4]2[N:10]=[C:9]([C:11]3[CH:16]=[CH:15][C:14]([O:17][CH2:18][CH2:19]Cl)=[CH:13][CH:12]=3)[NH:8][C:5]2=[N:6][CH:7]=1.[NH:21]1[CH2:26][CH2:25][O:24][CH2:23][CH2:22]1.C(N(C(C)C)C(C)C)C. (3) Given the product [ClH:20].[CH3:18][N:11]([C@H:4]([C:5]1[CH:10]=[CH:9][CH:8]=[CH:7][CH:6]=1)[C:3]([OH:19])=[O:2])[C:12]1[CH:13]=[CH:14][CH:15]=[CH:16][CH:17]=1, predict the reactants needed to synthesize it. The reactants are: C[O:2][C:3](=[O:19])[C@H:4]([N:11]([CH3:18])[C:12]1[CH:17]=[CH:16][CH:15]=[CH:14][CH:13]=1)[C:5]1[CH:10]=[CH:9][CH:8]=[CH:7][CH:6]=1.[ClH:20].O. (4) Given the product [Br:1][C:2]1[CH:3]=[CH:4][C:5]2[N:6]([C:11]([SH:12])=[N:9][N:8]=2)[CH:7]=1, predict the reactants needed to synthesize it. The reactants are: [Br:1][C:2]1[CH:3]=[CH:4][C:5]([NH:8][NH2:9])=[N:6][CH:7]=1.N(C1C=CC=C(C)C=1)=[C:11]=[S:12].CCOCC. (5) Given the product [CH3:10][O:9][C:8]1[CH:7]=[CH:6][C:5]([C:11]2[CH:15]=[C:14]([CH2:16][CH2:17][CH2:18][CH2:36][N:31]3[CH2:32][CH2:33][N:28]([CH2:21][C:22]4[CH:23]=[CH:24][CH:25]=[CH:26][CH:27]=4)[CH2:29][CH2:30]3)[O:13][N:12]=2)=[CH:4][C:3]=1[O:2][CH3:1], predict the reactants needed to synthesize it. The reactants are: [CH3:1][O:2][C:3]1[CH:4]=[C:5]([C:11]2[CH:15]=[C:14]([CH:16](C)[CH2:17][CH:18]=O)[O:13][N:12]=2)[CH:6]=[CH:7][C:8]=1[O:9][CH3:10].[CH2:21]([N:28]1[CH2:33][CH2:32][NH:31][CH2:30][CH2:29]1)[C:22]1[CH:27]=[CH:26][CH:25]=[CH:24][CH:23]=1.[BH-](OC(C)=O)(OC(C)=O)O[C:36](C)=O.[Na+].C(O)(=O)C.